This data is from Reaction yield outcomes from USPTO patents with 853,638 reactions. The task is: Predict the reaction yield, written as a fraction of the theoretical maximum amount of product (1.0 means a 100% yield; for example, 0.34 means a 34% yield). (1) The catalyst is O1CCCC1. The yield is 0.450. The reactants are [Cl:1][C:2]1[C:10]2[C:5](=[CH:6][C:7]([C:11](OC)=[O:12])=[CH:8][CH:9]=2)[NH:4][N:3]=1.[H-].C([Al+]CC(C)C)C(C)C.O. The product is [Cl:1][C:2]1[C:10]2[C:5](=[CH:6][C:7]([CH2:11][OH:12])=[CH:8][CH:9]=2)[NH:4][N:3]=1. (2) The reactants are [CH3:1][N:2]1[CH2:7][CH2:6][C:5]([C:22]2[CH:27]=[CH:26][CH:25]=[CH:24][CH:23]=2)([CH:8]([O:19][CH:20]=[CH2:21])C2C3C(=CC=CC=3)C=CC=2)[CH2:4][CH2:3]1.[CH3:28][CH2:29]O. The catalyst is [Pd]. The product is [CH3:1][N:2]1[CH2:3][CH2:4][C:5]([CH2:8][O:19][CH:20]([C:3]2[C:28]3[C:29](=[CH:27][CH:22]=[CH:23][CH:24]=3)[CH:6]=[CH:5][CH:4]=2)[CH3:21])([C:22]2[CH:23]=[CH:24][CH:25]=[CH:26][CH:27]=2)[CH2:6][CH2:7]1. The yield is 0.720. (3) The reactants are [N+:1]([O-:4])(O)=[O:2].C(=O)(OC)[O:6][C:7]1[CH:12]=[CH:11][C:10]([F:13])=[CH:9][C:8]=1[CH3:14]. The catalyst is S(=O)(=O)(O)O. The product is [F:13][C:10]1[C:11]([N+:1]([O-:4])=[O:2])=[CH:12][C:7]([OH:6])=[C:8]([CH3:14])[CH:9]=1. The yield is 0.220. (4) The reactants are Cl[CH2:2][CH2:3][CH2:4][CH2:5][CH2:6][C:7]1([C:10]([O:12][C:13]([CH3:16])([CH3:15])[CH3:14])=[O:11])[CH2:9][CH2:8]1.[Na+].[I-:18]. The catalyst is CC(=O)CC.CCCCCCC. The product is [I:18][CH2:2][CH2:3][CH2:4][CH2:5][CH2:6][C:7]1([C:10]([O:12][C:13]([CH3:16])([CH3:15])[CH3:14])=[O:11])[CH2:9][CH2:8]1. The yield is 0.990. (5) The reactants are Br[C:2]1[CH:7]=[CH:6][C:5]([C:8]2[O:9][C:10]([CH3:31])=[C:11]([CH2:13][CH2:14][O:15][C:16]3[CH:17]=[C:18]4[C:22](=[CH:23][CH:24]=3)[C@H:21]([CH2:25][C:26]([O:28][CH2:29][CH3:30])=[O:27])[CH2:20][CH2:19]4)[N:12]=2)=[CH:4][CH:3]=1.[C:32]([C:35]1[S:39][C:38](B(O)O)=[CH:37][CH:36]=1)(=[O:34])[CH3:33].C(=O)([O-])[O-].[Na+].[Na+].[C:49]1(C)[CH:54]=[CH:53][CH:52]=[CH:51][CH:50]=1. The catalyst is O1CCOCC1.C1(P(C2C=CC=CC=2)[C-]2C=CC=C2)C=CC=CC=1.[C-]1(P(C2C=CC=CC=2)C2C=CC=CC=2)C=CC=C1.[Fe+2].Cl[Pd]Cl. The product is [C:32]([C:35]1[S:39][C:38]([C:49]2[CH:54]=[CH:53][C:52]([C:2]3[CH:3]=[CH:4][C:5]([C:8]4[O:9][C:10]([CH3:31])=[C:11]([CH2:13][CH2:14][O:15][C:16]5[CH:17]=[C:18]6[C:22](=[CH:23][CH:24]=5)[C@H:21]([CH2:25][C:26]([O:28][CH2:29][CH3:30])=[O:27])[CH2:20][CH2:19]6)[N:12]=4)=[CH:6][CH:7]=3)=[CH:51][CH:50]=2)=[CH:37][CH:36]=1)(=[O:34])[CH3:33]. The yield is 0.460.